Dataset: Full USPTO retrosynthesis dataset with 1.9M reactions from patents (1976-2016). Task: Predict the reactants needed to synthesize the given product. (1) Given the product [N:25]1([C:23]([N:9]2[CH2:10][CH:11]([C:13]3[CH:18]=[CH:17][C:16]([C:19]([F:22])([F:21])[F:20])=[CH:15][CH:14]=3)[CH2:12][CH:7]([C:5]3[O:4][N:3]=[C:2]([N:31]4[CH2:36][CH2:35][CH2:34][CH2:33][CH2:32]4)[N:6]=3)[CH2:8]2)=[O:24])[CH2:30][CH2:29][O:28][CH2:27][CH2:26]1, predict the reactants needed to synthesize it. The reactants are: Cl[C:2]1[N:6]=[C:5]([CH:7]2[CH2:12][CH:11]([C:13]3[CH:18]=[CH:17][C:16]([C:19]([F:22])([F:21])[F:20])=[CH:15][CH:14]=3)[CH2:10][N:9]([C:23]([N:25]3[CH2:30][CH2:29][O:28][CH2:27][CH2:26]3)=[O:24])[CH2:8]2)[O:4][N:3]=1.[NH:31]1[CH2:36][CH2:35][CH2:34][CH2:33][CH2:32]1. (2) Given the product [OH:5][C:6]1[CH:12]=[CH:11][C:9]([NH:10][C:3]([NH2:2])=[S:4])=[CH:8][C:7]=1[CH3:13], predict the reactants needed to synthesize it. The reactants are: [NH4+].[N:2]#[C:3][S-:4].[OH:5][C:6]1[CH:12]=[CH:11][C:9]([NH2:10])=[CH:8][C:7]=1[CH3:13]. (3) Given the product [C:7]1([C:17]2[CH:18]=[CH:19][C:20]3[N:21]([C:31]4[CH:32]=[C:33]([CH:36]=[CH:37][CH:38]=4)[C:34]#[N:35])[C:22]4[C:27]([C:28]=3[CH:29]=2)=[CH:26][C:25]([C:52]2[CH:57]=[CH:56][CH:55]=[CH:54][CH:53]=2)=[CH:24][CH:23]=4)[CH:12]=[CH:11][CH:10]=[CH:9][CH:8]=1, predict the reactants needed to synthesize it. The reactants are: C(=O)([O-])[O-].[K+].[K+].[C:7]1(B(O)O)[CH:12]=[CH:11][CH:10]=[CH:9][CH:8]=1.Br[C:17]1[CH:18]=[CH:19][C:20]2[N:21]([C:31]3[CH:32]=[C:33]([CH:36]=[CH:37][CH:38]=3)[C:34]#[N:35])[C:22]3[C:27]([C:28]=2[CH:29]=1)=[CH:26][C:25](Br)=[CH:24][CH:23]=3.P(C(C)(C)C)(C(C)(C)C)C(C)(C)C.[C:52]1(C)[CH:57]=[CH:56][CH:55]=[CH:54][CH:53]=1. (4) Given the product [CH3:1][C:2]1([CH3:46])[C:6](=[O:7])[N:5]([C:8]2[CH:13]=[CH:12][C:11]([NH:14][C:15](=[O:20])[CH2:16][N:17]([CH3:18])[CH3:19])=[C:10]([C:21]([F:24])([F:23])[F:22])[CH:9]=2)[C:4](=[O:25])[N:3]1[CH2:26][CH2:27][CH2:28][CH2:29][CH2:30][CH2:31][CH2:32][CH2:33][CH2:34][S:35]([CH2:36][CH2:37][CH2:38][C:39]([F:45])([F:44])[C:40]([F:41])([F:42])[F:43])=[O:73], predict the reactants needed to synthesize it. The reactants are: [CH3:1][C:2]1([CH3:46])[C:6](=[O:7])[N:5]([C:8]2[CH:13]=[CH:12][C:11]([NH:14][C:15](=[O:20])[CH2:16][N:17]([CH3:19])[CH3:18])=[C:10]([C:21]([F:24])([F:23])[F:22])[CH:9]=2)[C:4](=[O:25])[N:3]1[CH2:26][CH2:27][CH2:28][CH2:29][CH2:30][CH2:31][CH2:32][CH2:33][CH2:34][S:35][CH2:36][CH2:37][CH2:38][C:39]([F:45])([F:44])[C:40]([F:43])([F:42])[F:41].CC1(C)N(CCCCCCCCCSCCCC(F)(F)C(F)(F)F)C(=[O:73])N(C2C=CC([N+]([O-])=O)=C(C(F)(F)F)C=2)C1=O. (5) The reactants are: Cl[C:2]1[C:3]2[C:4](=[CH:18][N:19](CC3C=CC(OC)=CC=3)[N:20]=2)[N:5]=[C:6]([C:8]2[CH:17]=[CH:16][C:11]([C:12]([O:14][CH3:15])=[O:13])=[CH:10][CH:9]=2)[N:7]=1.[NH2:30][C:31]1[CH:40]=[C:39]2[C:34]([CH2:35][CH2:36][C:37](=[O:41])[NH:38]2)=[CH:33][CH:32]=1.Cl. Given the product [O:41]=[C:37]1[CH2:36][CH2:35][C:34]2[C:39](=[CH:40][C:31]([NH:30][C:2]3[C:3]4[NH:20][N:19]=[CH:18][C:4]=4[N:5]=[C:6]([C:8]4[CH:9]=[CH:10][C:11]([C:12]([O:14][CH3:15])=[O:13])=[CH:16][CH:17]=4)[N:7]=3)=[CH:32][CH:33]=2)[NH:38]1, predict the reactants needed to synthesize it. (6) The reactants are: F[C:2]1[CH:7]=[C:6]([F:8])[CH:5]=[CH:4][C:3]=1[C:9]1[N:14]=[CH:13][N:12]=[C:11]([NH:15][C:16]2[CH:21]=[CH:20][CH:19]=[C:18]([CH2:22][S:23]([CH3:26])(=[O:25])=[O:24])[CH:17]=2)[N:10]=1.[CH:27]1([CH2:30][OH:31])[CH2:29][CH2:28]1. Given the product [CH:27]1([CH2:30][O:31][C:2]2[CH:7]=[C:6]([F:8])[CH:5]=[CH:4][C:3]=2[C:9]2[N:14]=[CH:13][N:12]=[C:11]([NH:15][C:16]3[CH:21]=[CH:20][CH:19]=[C:18]([CH2:22][S:23]([CH3:26])(=[O:25])=[O:24])[CH:17]=3)[N:10]=2)[CH2:29][CH2:28]1, predict the reactants needed to synthesize it. (7) Given the product [Cl:1][C:2]1[CH:3]=[C:4]([C:8]2[C:17]3[C:12](=[CH:13][CH:14]=[C:15]([CH:18]([N:44]4[CH:45]=[CH:46][N:47]=[C:43]4[C:37]4[CH:42]=[CH:41][CH:40]=[CH:39][CH:38]=4)[C:19]4[S:20][CH:21]=[C:22]([C:24]5[CH:25]=[CH:26][CH:27]=[CH:28][CH:29]=5)[N:23]=4)[CH:16]=3)[NH:11][C:10](=[O:31])[C:9]=2[C:32]([O:34][CH2:35][CH3:36])=[O:33])[CH:5]=[CH:6][CH:7]=1, predict the reactants needed to synthesize it. The reactants are: [Cl:1][C:2]1[CH:3]=[C:4]([C:8]2[C:17]3[C:12](=[CH:13][CH:14]=[C:15]([CH:18](Cl)[C:19]4[S:20][CH:21]=[C:22]([C:24]5[CH:29]=[CH:28][CH:27]=[CH:26][CH:25]=5)[N:23]=4)[CH:16]=3)[NH:11][C:10](=[O:31])[C:9]=2[C:32]([O:34][CH2:35][CH3:36])=[O:33])[CH:5]=[CH:6][CH:7]=1.[C:37]1([C:43]2[NH:44][CH:45]=[CH:46][N:47]=2)[CH:42]=[CH:41][CH:40]=[CH:39][CH:38]=1.C([O-])([O-])=O.[K+].[K+]. (8) Given the product [ClH:37].[Br:1][C:2]1[CH:3]=[C:4]2[C:8](=[CH:9][CH:10]=1)[NH:7][N:6]=[C:5]2[C:17]1[N:22]=[C:21]([N:23]2[CH2:24][CH2:25][CH:26]([NH2:29])[CH2:27][CH2:28]2)[CH:20]=[N:19][CH:18]=1, predict the reactants needed to synthesize it. The reactants are: [Br:1][C:2]1[CH:3]=[C:4]2[C:8](=[CH:9][CH:10]=1)[N:7](C1CCCCO1)[N:6]=[C:5]2[C:17]1[N:22]=[C:21]([N:23]2[CH2:28][CH2:27][CH:26]([NH:29]C(=O)OC(C)(C)C)[CH2:25][CH2:24]2)[CH:20]=[N:19][CH:18]=1.[ClH:37].CC(O)C. (9) Given the product [F:20][C:21]1[CH:28]=[CH:27][C:24]([CH2:25][O:19][C:6]2[CH:5]=[C:4]([CH:1]([CH3:3])[CH3:2])[N:9]=[C:8]([C:10]3[CH:15]=[CH:14][CH:13]=[C:12]([N+:16]([O-:18])=[O:17])[CH:11]=3)[N:7]=2)=[CH:23][CH:22]=1, predict the reactants needed to synthesize it. The reactants are: [CH:1]([C:4]1[N:9]=[C:8]([C:10]2[CH:15]=[CH:14][CH:13]=[C:12]([N+:16]([O-:18])=[O:17])[CH:11]=2)[N:7]=[C:6]([OH:19])[CH:5]=1)([CH3:3])[CH3:2].[F:20][C:21]1[CH:28]=[CH:27][C:24]([CH2:25]Br)=[CH:23][CH:22]=1. (10) The reactants are: [CH2:1]([O:3][CH2:4][C:5]1[N:6]([CH2:18][C:19]([CH3:22])([OH:21])[CH3:20])[C:7]2[C:16]3[CH:15]=[CH:14][CH:13]=[CH:12][C:11]=3[N:10]=[CH:9][C:8]=2[N:17]=1)[CH3:2].[CH:23]([S:25]([CH3:28])(=[O:27])=[O:26])=[CH2:24]. Given the product [CH3:28][S:25]([CH2:23][CH2:24][O:21][C:19]([CH3:22])([CH3:20])[CH2:18][N:6]1[C:7]2[C:16]3[CH:15]=[CH:14][CH:13]=[CH:12][C:11]=3[N:10]=[CH:9][C:8]=2[N:17]=[C:5]1[CH2:4][O:3][CH2:1][CH3:2])(=[O:27])=[O:26], predict the reactants needed to synthesize it.